This data is from Forward reaction prediction with 1.9M reactions from USPTO patents (1976-2016). The task is: Predict the product of the given reaction. (1) The product is: [CH2:13]([O:15][C:16](=[O:22])[CH:17]([O:18][CH2:19][CH3:20])[N:5]1[CH:6]=[CH:7][CH:8]=[C:9]([N+:10]([O-:12])=[O:11])[C:4]1=[O:3])[CH3:14]. Given the reactants [H-].[Na+].[OH:3][C:4]1[C:9]([N+:10]([O-:12])=[O:11])=[CH:8][CH:7]=[CH:6][N:5]=1.[CH2:13]([O:15][C:16](=[O:22])[CH:17](Cl)[O:18][CH2:19][CH3:20])[CH3:14], predict the reaction product. (2) Given the reactants [CH3:1][S:2]([N:5]1[CH2:10][CH2:9][N:8]([CH2:11][C:12]2[S:28][C:15]3[N:16]=[C:17](SC)[N:18]=[C:19]([N:20]4[CH2:25][CH2:24][O:23][CH2:22][CH2:21]4)[C:14]=3[CH:13]=2)[CH2:7][CH2:6]1)(=[O:4])=[O:3].[CH3:29][C:30]1[N:35]=[CH:34][C:33]([Sn](CCCC)(CCCC)CCCC)=[CH:32][N:31]=1, predict the reaction product. The product is: [CH3:29][C:30]1[N:35]=[CH:34][C:33]([C:17]2[N:18]=[C:19]([N:20]3[CH2:25][CH2:24][O:23][CH2:22][CH2:21]3)[C:14]3[CH:13]=[C:12]([CH2:11][N:8]4[CH2:9][CH2:10][N:5]([S:2]([CH3:1])(=[O:4])=[O:3])[CH2:6][CH2:7]4)[S:28][C:15]=3[N:16]=2)=[CH:32][N:31]=1. (3) Given the reactants [F:1][C:2]1[CH:17]=[CH:16][C:5]([O:6][C:7]2[S:11][C:10]3=[N:12][CH:13]=[C:14](I)[N:9]3[N:8]=2)=[CH:4][CH:3]=1.[C:18]([NH:21][C:22]1[CH:27]=[CH:26][C:25](B(O)O)=[CH:24][CH:23]=1)(=[O:20])[CH3:19].C(=O)([O-])[O-].[Cs+].[Cs+].O, predict the reaction product. The product is: [F:1][C:2]1[CH:17]=[CH:16][C:5]([O:6][C:7]2[S:11][C:10]3=[N:12][CH:13]=[C:14]([C:25]4[CH:26]=[CH:27][C:22]([NH:21][C:18](=[O:20])[CH3:19])=[CH:23][CH:24]=4)[N:9]3[N:8]=2)=[CH:4][CH:3]=1. (4) Given the reactants [CH:1]1([N:5]2[CH2:11][CH2:10][C:9]3[CH:12]=[CH:13][C:14]([NH2:16])=[CH:15][C:8]=3[CH2:7][CH2:6]2)[CH2:4][CH2:3][CH2:2]1.[C:17](Cl)(Cl)=[O:18].C1(C)C=CC=CC=1.C(N(CC)CC)C.[CH3:35][O:36][C:37]1[CH:43]=[CH:42][CH:41]=[CH:40][C:38]=1[NH2:39], predict the reaction product. The product is: [CH:1]1([N:5]2[CH2:11][CH2:10][C:9]3[CH:12]=[CH:13][C:14]([NH:16][C:17]([NH:39][C:38]4[CH:40]=[CH:41][CH:42]=[CH:43][C:37]=4[O:36][CH3:35])=[O:18])=[CH:15][C:8]=3[CH2:7][CH2:6]2)[CH2:4][CH2:3][CH2:2]1. (5) Given the reactants Br[C:2]1[C:3]2[CH2:10][CH2:9][CH:8]([NH2:11])[C:4]=2[CH:5]=[N:6][CH:7]=1.[CH3:12][N:13]1[C:22]2[C:17](=[CH:18][C:19](B3OC(C)(C)C(C)(C)O3)=[CH:20][CH:21]=2)[CH2:16][CH2:15][C:14]1=[O:32].C([O-])([O-])=O.[Na+].[Na+].[Na+].[Cl-], predict the reaction product. The product is: [NH2:11][CH:8]1[C:4]2[CH:5]=[N:6][CH:7]=[C:2]([C:19]3[CH:18]=[C:17]4[C:22](=[CH:21][CH:20]=3)[N:13]([CH3:12])[C:14](=[O:32])[CH2:15][CH2:16]4)[C:3]=2[CH2:10][CH2:9]1.